From a dataset of Catalyst prediction with 721,799 reactions and 888 catalyst types from USPTO. Predict which catalyst facilitates the given reaction. (1) Reactant: CO[C:3](=[O:29])[C@H:4]([NH:18][C:19]([O:21][CH2:22][C:23]1[CH:28]=[CH:27][CH:26]=[CH:25][CH:24]=1)=[O:20])[CH2:5][C:6]1[C:7]([CH2:16]Cl)=[C:8]2[C:12](=[C:13]([Cl:15])[CH:14]=1)[NH:11][N:10]=[CH:9]2.[F:30][C:31]([F:35])([F:34])[CH2:32][NH2:33].C([O-])([O-])=O.[K+].[K+]. Product: [Cl:15][C:13]1[C:12]2[NH:11][N:10]=[CH:9][C:8]=2[C:7]2[CH2:16][N:33]([CH2:32][C:31]([F:35])([F:34])[F:30])[C:3](=[O:29])[C@H:4]([NH:18][C:19](=[O:20])[O:21][CH2:22][C:23]3[CH:24]=[CH:25][CH:26]=[CH:27][CH:28]=3)[CH2:5][C:6]=2[CH:14]=1. The catalyst class is: 23. (2) Reactant: [Cl:1][C:2]1[CH:7]=[CH:6][CH:5]=[CH:4][C:3]=1[CH2:8][CH2:9][C:10]([OH:12])=O.O.ON1C2C=CC=CC=2N=N1.Cl.CN(C)CCCN=C=NCC.[CH3:36][C:37]1([C:43]2[CH:44]=[C:45]([NH:49][S:50]([CH3:53])(=[O:52])=[O:51])[CH:46]=[CH:47][CH:48]=2)[CH:42]2[CH:38]1[CH2:39][NH:40][CH2:41]2.C(=O)([O-])O.[Na+]. Product: [Cl:1][C:2]1[CH:7]=[CH:6][CH:5]=[CH:4][C:3]=1[CH2:8][CH2:9][C:10]([N:40]1[CH2:41][CH:42]2[CH:38]([C:37]2([C:43]2[CH:44]=[C:45]([NH:49][S:50]([CH3:53])(=[O:52])=[O:51])[CH:46]=[CH:47][CH:48]=2)[CH3:36])[CH2:39]1)=[O:12]. The catalyst class is: 9. (3) Reactant: C(=O)([O-])[O-].[K+].[K+].CN(C)C=O.[CH:12]([C:16]1[C:17]([OH:33])=[N:18][C:19]([N:28]2[CH:32]=[CH:31][CH:30]=[N:29]2)=[N:20][C:21]=1[NH:22][CH2:23][C:24]([F:27])([F:26])[F:25])([CH2:14][CH3:15])[CH3:13].Cl[CH:35]([F:37])[F:36]. Product: [CH:12]([C:16]1[C:21]([NH:22][CH2:23][C:24]([F:26])([F:27])[F:25])=[N:20][C:19]([N:28]2[CH:32]=[CH:31][CH:30]=[N:29]2)=[N:18][C:17]=1[O:33][CH:35]([F:37])[F:36])([CH2:14][CH3:15])[CH3:13]. The catalyst class is: 6. (4) Reactant: Cl[C:2]1[N:3]=[CH:4][C:5](/[CH:8]=[CH:9]/[C:10]([O:12][CH3:13])=[O:11])=[N:6][CH:7]=1.[NH2:14][C@H:15]([CH2:26][CH3:27])[C:16]([NH:18][CH2:19][CH:20]1[CH2:25][CH2:24][CH2:23][CH2:22][CH2:21]1)=[O:17].CCN(CC)CC.CCOC(C)=O. Product: [CH:20]1([CH2:19][NH:18][C:16]([C@H:15]([NH:14][C:2]2[N:3]=[CH:4][C:5](/[CH:8]=[CH:9]/[C:10]([O:12][CH3:13])=[O:11])=[N:6][CH:7]=2)[CH2:26][CH3:27])=[O:17])[CH2:25][CH2:24][CH2:23][CH2:22][CH2:21]1. The catalyst class is: 287. (5) Reactant: [Cl:1][C:2]1[C:3]2[C:10](I)=[CH:9][N:8]([S:12]([C:15]3[CH:20]=[CH:19][C:18]([CH3:21])=[CH:17][CH:16]=3)(=[O:14])=[O:13])[C:4]=2[N:5]=[CH:6][N:7]=1.C([Mg]Cl)(C)C.[CH2:27]([O:34][C:35](=[O:47])[NH:36][C:37]1[CH:42]=[CH:41][C:40]([F:43])=[C:39]([CH:44]=[O:45])[C:38]=1[F:46])[C:28]1[CH:33]=[CH:32][CH:31]=[CH:30][CH:29]=1.C1(C)C=CC=CC=1[Mg]Cl. Product: [CH2:27]([O:34][C:35](=[O:47])[NH:36][C:37]1[CH:42]=[CH:41][C:40]([F:43])=[C:39]([CH:44]([C:10]2[C:3]3[C:2]([Cl:1])=[N:7][CH:6]=[N:5][C:4]=3[N:8]([S:12]([C:15]3[CH:20]=[CH:19][C:18]([CH3:21])=[CH:17][CH:16]=3)(=[O:14])=[O:13])[CH:9]=2)[OH:45])[C:38]=1[F:46])[C:28]1[CH:33]=[CH:32][CH:31]=[CH:30][CH:29]=1. The catalyst class is: 7. (6) Reactant: Cl[C:2]1[N:7]=[CH:6][C:5]([C:8]2[C:16]3[C:11](=[CH:12][C:13]([F:17])=[CH:14][CH:15]=3)[N:10]([S:18]([C:21]3[CH:26]=[CH:25][CH:24]=[CH:23][CH:22]=3)(=[O:20])=[O:19])[CH:9]=2)=[CH:4][CH:3]=1.[NH2:27][CH:28]1[CH2:33][CH2:32][N:31](C(OC(C)(C)C)=O)[CH2:30][CH2:29]1. Product: [F:17][C:13]1[CH:12]=[C:11]2[C:16]([C:8]([C:5]3[CH:4]=[CH:3][C:2]([N:31]4[CH2:32][CH2:33][CH:28]([NH2:27])[CH2:29][CH2:30]4)=[N:7][CH:6]=3)=[CH:9][N:10]2[S:18]([C:21]2[CH:26]=[CH:25][CH:24]=[CH:23][CH:22]=2)(=[O:20])=[O:19])=[CH:15][CH:14]=1. The catalyst class is: 37.